From a dataset of NCI-60 drug combinations with 297,098 pairs across 59 cell lines. Regression. Given two drug SMILES strings and cell line genomic features, predict the synergy score measuring deviation from expected non-interaction effect. (1) Drug 1: CNC(=O)C1=CC=CC=C1SC2=CC3=C(C=C2)C(=NN3)C=CC4=CC=CC=N4. Drug 2: CCCCC(=O)OCC(=O)C1(CC(C2=C(C1)C(=C3C(=C2O)C(=O)C4=C(C3=O)C=CC=C4OC)O)OC5CC(C(C(O5)C)O)NC(=O)C(F)(F)F)O. Cell line: RPMI-8226. Synergy scores: CSS=0.600, Synergy_ZIP=5.38, Synergy_Bliss=5.76, Synergy_Loewe=-1.14, Synergy_HSA=0.717. (2) Cell line: RXF 393. Drug 1: CC1=C(C=C(C=C1)C(=O)NC2=CC(=CC(=C2)C(F)(F)F)N3C=C(N=C3)C)NC4=NC=CC(=N4)C5=CN=CC=C5. Drug 2: CCCCC(=O)OCC(=O)C1(CC(C2=C(C1)C(=C3C(=C2O)C(=O)C4=C(C3=O)C=CC=C4OC)O)OC5CC(C(C(O5)C)O)NC(=O)C(F)(F)F)O. Synergy scores: CSS=28.2, Synergy_ZIP=3.09, Synergy_Bliss=4.15, Synergy_Loewe=-4.39, Synergy_HSA=2.12. (3) Drug 1: CC1=CC2C(CCC3(C2CCC3(C(=O)C)OC(=O)C)C)C4(C1=CC(=O)CC4)C. Drug 2: C1C(C(OC1N2C=NC3=C2NC=NCC3O)CO)O. Cell line: DU-145. Synergy scores: CSS=-3.89, Synergy_ZIP=-0.133, Synergy_Bliss=-4.21, Synergy_Loewe=-9.43, Synergy_HSA=-8.93. (4) Drug 1: CC1C(C(CC(O1)OC2CC(CC3=C2C(=C4C(=C3O)C(=O)C5=C(C4=O)C(=CC=C5)OC)O)(C(=O)C)O)N)O.Cl. Drug 2: C1CN(P(=O)(OC1)NCCCl)CCCl. Cell line: OVCAR-5. Synergy scores: CSS=4.88, Synergy_ZIP=0.175, Synergy_Bliss=9.81, Synergy_Loewe=-3.99, Synergy_HSA=4.67. (5) Cell line: NCI/ADR-RES. Synergy scores: CSS=1.63, Synergy_ZIP=1.56, Synergy_Bliss=3.88, Synergy_Loewe=1.33, Synergy_HSA=1.10. Drug 2: CC(C)CN1C=NC2=C1C3=CC=CC=C3N=C2N. Drug 1: CCC1(CC2CC(C3=C(CCN(C2)C1)C4=CC=CC=C4N3)(C5=C(C=C6C(=C5)C78CCN9C7C(C=CC9)(C(C(C8N6C)(C(=O)OC)O)OC(=O)C)CC)OC)C(=O)OC)O.OS(=O)(=O)O.